This data is from Full USPTO retrosynthesis dataset with 1.9M reactions from patents (1976-2016). The task is: Predict the reactants needed to synthesize the given product. (1) Given the product [N+:17]([C:3]1[CH:4]=[C:5]([O:8][CH:9]([C:11]2[CH:16]=[CH:15][CH:14]=[CH:13][CH:12]=2)[CH3:10])[CH:6]=[CH:7][C:2]=1[S:27][C:24]1[CH:25]=[CH:26][C:21]([NH2:20])=[CH:22][CH:23]=1)([O-:19])=[O:18], predict the reactants needed to synthesize it. The reactants are: Cl[C:2]1[CH:7]=[CH:6][C:5]([O:8][CH:9]([C:11]2[CH:16]=[CH:15][CH:14]=[CH:13][CH:12]=2)[CH3:10])=[CH:4][C:3]=1[N+:17]([O-:19])=[O:18].[NH2:20][C:21]1[CH:26]=[CH:25][C:24]([SH:27])=[CH:23][CH:22]=1.C(=O)([O-])[O-].[Cs+].[Cs+].C(OCC)(=O)C. (2) Given the product [Cl:1][C:2]1[CH:3]=[CH:4][C:5]([C:8]2[C:14]3[CH:15]=[CH:16][CH:17]=[CH:18][C:13]=3[C:12]3[C:19]([CH3:22])=[N:20][O:21][C:11]=3[C@H:10]([CH2:23][C:24]([NH:40][CH2:38][CH3:39])=[O:26])[N:9]=2)=[CH:6][CH:7]=1, predict the reactants needed to synthesize it. The reactants are: [Cl:1][C:2]1[CH:7]=[CH:6][C:5]([C:8]2[C:14]3[CH:15]=[CH:16][CH:17]=[CH:18][C:13]=3[C:12]3[C:19]([CH3:22])=[N:20][O:21][C:11]=3[C@H:10]([CH2:23][C:24]([O:26]C(C)(C)C)=O)[N:9]=2)=[CH:4][CH:3]=1.C(O)(C(F)(F)F)=O.[CH2:38]([NH2:40])[CH3:39].CN(C(ON1N=NC2C=CC=NC1=2)=[N+](C)C)C.F[P-](F)(F)(F)(F)F.CCN(C(C)C)C(C)C. (3) Given the product [CH2:21]([O:3][C:4]1[CH:9]=[CH:8][C:7]([N+:10]([O-:12])=[O:11])=[CH:6][C:5]=1[NH:13][C:14](=[O:20])[O:15][C:16]([CH3:17])([CH3:19])[CH3:18])[C:22]1[CH:27]=[CH:26][CH:25]=[CH:24][CH:23]=1, predict the reactants needed to synthesize it. The reactants are: N#N.[OH:3][C:4]1[CH:9]=[CH:8][C:7]([N+:10]([O-:12])=[O:11])=[CH:6][C:5]=1[NH:13][C:14](=[O:20])[O:15][C:16]([CH3:19])([CH3:18])[CH3:17].[CH2:21](O)[C:22]1[CH:27]=[CH:26][CH:25]=[CH:24][CH:23]=1.C1(P(C2C=CC=CC=2)C2C=CC=CC=2)C=CC=CC=1.N(C(OCC)=O)=NC(OCC)=O. (4) Given the product [I:6][C:3](=[CH:2][CH2:1][C@H:22]([C:26]1[CH:27]=[C:28]2[C:33](=[CH:34][CH:35]=1)[N:32]=[CH:31][CH:30]=[CH:29]2)[O:21][Si:20]([CH2:38][CH3:39])([CH2:36][CH3:37])[CH2:18][CH3:19])[CH3:4], predict the reactants needed to synthesize it. The reactants are: [CH2:1]([Li])[CH2:2][CH2:3][CH3:4].[I:6]I.C[Si](C)(C)[N-][Si](C)(C)C.[Na+].[CH2:18]([Si:20]([CH2:38][CH3:39])([CH2:36][CH3:37])[O:21][C@@H:22]([C:26]1[CH:27]=[C:28]2[C:33](=[CH:34][CH:35]=1)[N:32]=[CH:31][CH:30]=[CH:29]2)CC=O)[CH3:19]. (5) Given the product [Cl:1][C:2]1[CH:7]=[CH:6][C:5]([C:8]2([O:27][CH2:28][CH2:29][CH2:30][CH2:31][OH:32])[C:16]3[C:11](=[CH:12][CH:13]=[CH:14][CH:15]=3)[C:10](=[O:17])[N:9]2[CH:18]([C:20]2[CH:21]=[CH:22][C:23]([Cl:26])=[CH:24][CH:25]=2)[CH3:19])=[CH:4][CH:3]=1, predict the reactants needed to synthesize it. The reactants are: [Cl:1][C:2]1[CH:7]=[CH:6][C:5]([C:8]2([OH:27])[C:16]3[C:11](=[CH:12][CH:13]=[CH:14][CH:15]=3)[C:10](=[O:17])[N:9]2[CH:18]([C:20]2[CH:25]=[CH:24][C:23]([Cl:26])=[CH:22][CH:21]=2)[CH3:19])=[CH:4][CH:3]=1.[CH2:28](O)[CH2:29][CH2:30][CH2:31][OH:32].